Task: Predict the reaction yield, written as a fraction of the theoretical maximum amount of product (1.0 means a 100% yield; for example, 0.34 means a 34% yield).. Dataset: Reaction yield outcomes from USPTO patents with 853,638 reactions (1) The reactants are C(=O)([O-])[O-].[K+].[K+].[CH2:7]([NH:9][CH2:10][CH3:11])[CH3:8].CC1C=CC(S(O[CH2:23][CH2:24][CH2:25][S:26][C:27]2[CH:32]=[CH:31][C:30](/[C:33](/[C:40]3[CH:45]=[CH:44][C:43]([CH2:46][CH3:47])=[C:42]([O:48][CH3:49])[N:41]=3)=[CH:34]\[CH:35]3[CH2:39][CH2:38][CH2:37][CH2:36]3)=[CH:29][C:28]=2[Cl:50])(=O)=O)=CC=1.O. The catalyst is C(#N)C. The product is [Cl:50][C:28]1[CH:29]=[C:30](/[C:33](/[C:40]2[CH:45]=[CH:44][C:43]([CH2:46][CH3:47])=[C:42]([O:48][CH3:49])[N:41]=2)=[CH:34]\[CH:35]2[CH2:39][CH2:38][CH2:37][CH2:36]2)[CH:31]=[CH:32][C:27]=1[S:26][CH2:25][CH2:24][CH2:23][N:9]([CH2:10][CH3:11])[CH2:7][CH3:8]. The yield is 0.800. (2) The reactants are [CH3:1][C:2]1[CH:3]=[C:4]([CH:10]=[C:11]([CH3:13])[CH:12]=1)[O:5][CH2:6][C:7]([OH:9])=[O:8].[Cl:14][S:15](O)(=[O:17])=[O:16].O.C1COCC1. The catalyst is C(Cl)Cl. The product is [Cl:14][S:15]([C:12]1[C:11]([CH3:13])=[CH:10][C:4]([O:5][CH2:6][C:7]([OH:9])=[O:8])=[CH:3][C:2]=1[CH3:1])(=[O:17])=[O:16]. The yield is 0.300. (3) The reactants are [CH3:1][O:2][C:3](=[O:37])[CH:4]([O:32][C:33]([CH3:36])([CH3:35])[CH3:34])[C:5]1[C:10]([CH3:11])=[CH:9][CH:8]=[C:7](OS(C(F)(F)F)(=O)=O)[C:6]=1[C:20]1[C:21]([CH3:31])=[C:22]2[C:27](=[C:28]([F:30])[CH:29]=1)[O:26][CH2:25][CH2:24][CH2:23]2.[CH:38]1([B-](F)(F)F)[CH2:40][CH2:39]1.[K+].O.[O-]P([O-])([O-])=O.[K+].[K+].[K+].C1(P(C2CCCCC2)C2C=CC=CC=2C2C(OC(C)C)=CC=CC=2OC(C)C)CCCCC1. The catalyst is C1(C)C=CC=CC=1.O.C([O-])(=O)C.[Pd+2].C([O-])(=O)C. The product is [CH3:1][O:2][C:3](=[O:37])[CH:4]([O:32][C:33]([CH3:34])([CH3:35])[CH3:36])[C:5]1[C:10]([CH3:11])=[CH:9][CH:8]=[C:7]([CH:38]2[CH2:40][CH2:39]2)[C:6]=1[C:20]1[C:21]([CH3:31])=[C:22]2[C:27](=[C:28]([F:30])[CH:29]=1)[O:26][CH2:25][CH2:24][CH2:23]2. The yield is 0.870. (4) The reactants are [C:1]([C:3]1[C:4]([CH3:14])=[CH:5][C:6](C(O)=O)=[N:7][C:8]=1[O:9][CH3:10])#[N:2].C([N:17]([CH2:20]C)CC)C.C1C=CC(P(N=[N+]=[N-])(C2C=CC=CC=2)=[O:29])=CC=1.[C:39]([OH:43])([CH3:42])([CH3:41])[CH3:40]. No catalyst specified. The product is [C:1]([C:3]1[C:4]([CH3:14])=[CH:5][C:6]([NH:17][C:20](=[O:29])[O:43][C:39]([CH3:42])([CH3:41])[CH3:40])=[N:7][C:8]=1[O:9][CH3:10])#[N:2]. The yield is 0.594.